This data is from Catalyst prediction with 721,799 reactions and 888 catalyst types from USPTO. The task is: Predict which catalyst facilitates the given reaction. Reactant: [C:1]([O:5][C:6](=[O:12])[CH2:7][NH:8][CH2:9][CH2:10][OH:11])([CH3:4])([CH3:3])[CH3:2].[C:13]([O:28][C@H:29]([CH2:34][CH2:35][CH2:36][CH2:37][CH2:38][CH2:39][CH2:40][CH2:41][CH2:42][CH2:43][CH3:44])[CH2:30][C:31](O)=[O:32])(=[O:27])[CH2:14][CH2:15][CH2:16][CH2:17][CH2:18][CH2:19][CH2:20][CH2:21][CH2:22][CH2:23][CH2:24][CH2:25][CH3:26]. Product: [C:1]([O:5][C:6](=[O:12])[CH2:7][N:8]([CH2:9][CH2:10][OH:11])[C:31](=[O:32])[CH2:30][C@H:29]([O:28][C:13](=[O:27])[CH2:14][CH2:15][CH2:16][CH2:17][CH2:18][CH2:19][CH2:20][CH2:21][CH2:22][CH2:23][CH2:24][CH2:25][CH3:26])[CH2:34][CH2:35][CH2:36][CH2:37][CH2:38][CH2:39][CH2:40][CH2:41][CH2:42][CH2:43][CH3:44])([CH3:4])([CH3:2])[CH3:3]. The catalyst class is: 344.